Predict which catalyst facilitates the given reaction. From a dataset of Catalyst prediction with 721,799 reactions and 888 catalyst types from USPTO. (1) Reactant: [Cl:1][C:2]1[C:3]2[N:4]([C:11]([CH3:14])=[CH:12][CH:13]=2)[C:5]([C:8]([OH:10])=O)=[CH:6][N:7]=1.C(N1CCOCC1)C.Cl.[O:24]1[CH2:29][CH2:28][CH:27]([CH2:30][NH2:31])[CH2:26][CH2:25]1.O.ON1C2C=CC=CC=2N=N1.CN(C)CCCN=C=NCC. Product: [Cl:1][C:2]1[C:3]2[N:4]([C:11]([CH3:14])=[CH:12][CH:13]=2)[C:5]([C:8]([NH:31][CH2:30][CH:27]2[CH2:28][CH2:29][O:24][CH2:25][CH2:26]2)=[O:10])=[CH:6][N:7]=1. The catalyst class is: 42. (2) Reactant: [CH2:1]([O:8][CH2:9][C@@H:10]([NH:31][C:32](=[O:44])[C:33]([NH:36]C(=O)OC(C)(C)C)([CH3:35])[CH3:34])[C:11]([N:13]1[CH2:30][CH2:29][CH2:28][C:15]2([C:19](=[O:20])[N:18]([CH3:21])[CH2:17][CH:16]2[C:22]2[CH:27]=[CH:26][CH:25]=[CH:24][CH:23]=2)[CH2:14]1)=[O:12])[C:2]1[CH:7]=[CH:6][CH:5]=[CH:4][CH:3]=1.C(O)(C(F)(F)F)=O. Product: [NH2:36][C:33]([CH3:35])([CH3:34])[C:32]([NH:31][C@H:10]([CH2:9][O:8][CH2:1][C:2]1[CH:3]=[CH:4][CH:5]=[CH:6][CH:7]=1)[C:11]([N:13]1[CH2:30][CH2:29][CH2:28][C:15]2([C:19](=[O:20])[N:18]([CH3:21])[CH2:17][CH:16]2[C:22]2[CH:23]=[CH:24][CH:25]=[CH:26][CH:27]=2)[CH2:14]1)=[O:12])=[O:44]. The catalyst class is: 2. (3) Reactant: [CH3:1][O:2][C:3]1[CH:8]=[CH:7][CH:6]=[CH:5][C:4]=1[CH:9]1[CH2:14][CH2:13][N:12]([C:15]([O:17][C:18]([CH3:21])([CH3:20])[CH3:19])=[O:16])[CH:11]([C:22](OC)=[O:23])[CH2:10]1.[Li+].[BH4-]. Product: [OH:23][CH2:22][CH:11]1[CH2:10][CH:9]([C:4]2[CH:5]=[CH:6][CH:7]=[CH:8][C:3]=2[O:2][CH3:1])[CH2:14][CH2:13][N:12]1[C:15]([O:17][C:18]([CH3:21])([CH3:20])[CH3:19])=[O:16]. The catalyst class is: 36.